This data is from Catalyst prediction with 721,799 reactions and 888 catalyst types from USPTO. The task is: Predict which catalyst facilitates the given reaction. (1) Reactant: [NH2:1][C:2]1[CH:10]=[C:9]2[C:5]([CH2:6][O:7][C:8]2=[C:11]2[C:19]3[C:14](=[CH:15][CH:16]=[C:17]([Cl:20])[CH:18]=3)[NH:13][C:12]2=[O:21])=[CH:4][CH:3]=1.C(N(CC)CC)C.Br[CH2:30][CH2:31][C:32](Cl)=[O:33].O. Product: [Cl:20][C:17]1[CH:18]=[C:19]2[C:14](=[CH:15][CH:16]=1)[NH:13][C:12](=[O:21])[C:11]2=[C:8]1[C:9]2[C:5](=[CH:4][CH:3]=[C:2]([NH:1][C:32](=[O:33])[CH:31]=[CH2:30])[CH:10]=2)[CH2:6][O:7]1. The catalyst class is: 1. (2) Reactant: [NH2:1][C:2]1[N:7]=[C:6]([NH2:8])[C:5](Br)=[CH:4][N:3]=1.CCO[C:13]([S-:15])=[S:14].[K+].O.OS(O)(=O)=O. Product: [NH2:1][C:2]1[N:3]=[CH:4][C:5]2[S:15][C:13](=[S:14])[NH:8][C:6]=2[N:7]=1. The catalyst class is: 3. (3) Reactant: [C:1](Cl)(=[O:8])[C:2]1[CH:7]=[CH:6][CH:5]=[CH:4][CH:3]=1.[Br:10][C:11]1[S:15][CH:14]=[C:13]([CH2:16][NH:17][CH3:18])[CH:12]=1.C(N(CC)CC)C. Product: [Br:10][C:11]1[S:15][CH:14]=[C:13]([CH2:16][N:17]([CH3:18])[C:1](=[O:8])[C:2]2[CH:7]=[CH:6][CH:5]=[CH:4][CH:3]=2)[CH:12]=1. The catalyst class is: 7. (4) Reactant: [Si]([O:8][C@H:9]1[CH2:14][CH2:13][C@H:12]([N:15]2[CH:19]=[C:18]([C:20]3[CH:25]=[N:24][C:23]([NH2:26])=[C:22]4[O:27][C:28](Cl)=[CH:29][C:21]=34)[CH:17]=[N:16]2)[CH2:11][CH2:10]1)(C(C)(C)C)(C)C.[F:31][C:32]1[CH:40]=[CH:39][C:35]2[N:36]=[CH:37][S:38][C:34]=2[C:33]=1B(O)O.C(=O)([O-])[O-].[Na+].[Na+].Cl. Product: [NH2:26][C:23]1[N:24]=[CH:25][C:20]([C:18]2[CH:17]=[N:16][N:15]([C@H:12]3[CH2:11][CH2:10][C@H:9]([OH:8])[CH2:14][CH2:13]3)[CH:19]=2)=[C:21]2[CH:29]=[C:28]([C:33]3[C:34]4[S:38][CH:37]=[N:36][C:35]=4[CH:39]=[CH:40][C:32]=3[F:31])[O:27][C:22]=12. The catalyst class is: 77. (5) Reactant: [F:1][C:2]([F:10])([F:9])[C:3]1[S:7][C:6]([NH2:8])=[N:5][N:4]=1.N1C=CC=CC=1.Cl[C:18](OC1C=CC=CC=1)=[O:19].[CH3:27][N:28]1[C:36]2[C:35]([O:37][C:38]3[CH:44]=[CH:43][C:41]([NH2:42])=[CH:40][CH:39]=3)=[N:34][CH:33]=[N:32][C:31]=2[CH:30]=[CH:29]1. Product: [CH3:27][N:28]1[C:36]2[C:35]([O:37][C:38]3[CH:44]=[CH:43][C:41]([NH:42][C:18]([NH:8][C:6]4[S:7][C:3]([C:2]([F:10])([F:9])[F:1])=[N:4][N:5]=4)=[O:19])=[CH:40][CH:39]=3)=[N:34][CH:33]=[N:32][C:31]=2[CH:30]=[CH:29]1. The catalyst class is: 80. (6) Reactant: [Cl:1][C:2]1[CH:3]=[C:4]([CH:9]([CH2:17][CH:18]2[CH2:22][CH2:21][CH2:20][CH:19]2[O:23]C2CCCCO2)[C:10]([NH:12][C:13]([NH:15][CH3:16])=[O:14])=[O:11])[CH:5]=[CH:6][C:7]=1[Cl:8].C1(C)C=CC(S([O-])(=O)=O)=CC=1.[NH+]1C=CC=CC=1. Product: [Cl:1][C:2]1[CH:3]=[C:4]([CH:9]([CH2:17][CH:18]2[CH2:22][CH2:21][CH2:20][CH:19]2[OH:23])[C:10]([NH:12][C:13]([NH:15][CH3:16])=[O:14])=[O:11])[CH:5]=[CH:6][C:7]=1[Cl:8]. The catalyst class is: 8. (7) Reactant: Cl.[Br:2][C:3]1[CH:8]=[CH:7][C:6]([C:9]2([NH2:13])[CH2:12][CH2:11][CH2:10]2)=[CH:5][CH:4]=1.C(N(C(C)C)CC)(C)C.[C:23]([O:27][C:28](O[C:28]([O:27][C:23]([CH3:26])([CH3:25])[CH3:24])=[O:29])=[O:29])([CH3:26])([CH3:25])[CH3:24]. Product: [Br:2][C:3]1[CH:4]=[CH:5][C:6]([C:9]2([NH:13][C:28](=[O:29])[O:27][C:23]([CH3:26])([CH3:25])[CH3:24])[CH2:12][CH2:11][CH2:10]2)=[CH:7][CH:8]=1. The catalyst class is: 1. (8) Reactant: Br[C:2]1[CH:7]=[CH:6][N:5]2[N:8]=[CH:9][CH:10]=[C:4]2[CH:3]=1.[F:11][C:12]1[CH:17]=[C:16]([F:18])[CH:15]=[CH:14][C:13]=1[S:19]([NH:22][C:23]1[C:24]([O:38][CH3:39])=[N:25][CH:26]=[C:27](B2OC(C)(C)C(C)(C)O2)[CH:28]=1)(=[O:21])=[O:20].C([O-])([O-])=O.[Na+].[Na+]. Product: [F:11][C:12]1[CH:17]=[C:16]([F:18])[CH:15]=[CH:14][C:13]=1[S:19]([NH:22][C:23]1[C:24]([O:38][CH3:39])=[N:25][CH:26]=[C:27]([C:2]2[CH:7]=[CH:6][N:5]3[N:8]=[CH:9][CH:10]=[C:4]3[CH:3]=2)[CH:28]=1)(=[O:21])=[O:20]. The catalyst class is: 551.